This data is from Reaction yield outcomes from USPTO patents with 853,638 reactions. The task is: Predict the reaction yield, written as a fraction of the theoretical maximum amount of product (1.0 means a 100% yield; for example, 0.34 means a 34% yield). (1) The reactants are Br[C:2]1[C:10]2[C:9]([NH:11][C@H:12]([C:14]3[N:19]([C:20]4[CH:25]=[CH:24][CH:23]=[CH:22][CH:21]=4)[C:18](=[O:26])[C:17]4=[C:27]([CH3:30])[CH:28]=[CH:29][N:16]4[N:15]=3)C)=[N:8][CH:7]=[N:6][C:5]=2[N:4]([CH2:31][O:32][CH2:33][CH2:34][Si:35]([CH3:38])([CH3:37])[CH3:36])[CH:3]=1.[OH:39][C:40]1[CH:41]=[C:42]([CH:48]=[C:49](B2OC(C)(C)C(C)(C)O2)[CH:50]=1)[C:43]([N:45]([CH3:47])[CH3:46])=[O:44].C(=O)([O-])[O-].[Na+].[Na+]. The catalyst is COCCOC.O. The product is [OH:39][C:40]1[CH:41]=[C:42]([CH:48]=[C:49]([C:2]2[C:10]3[C:9]([NH:11][CH2:12][C:14]4[N:19]([C:20]5[CH:25]=[CH:24][CH:23]=[CH:22][CH:21]=5)[C:18](=[O:26])[C:17]5=[C:27]([CH3:30])[CH:28]=[CH:29][N:16]5[N:15]=4)=[N:8][CH:7]=[N:6][C:5]=3[N:4]([CH2:31][O:32][CH2:33][CH2:34][Si:35]([CH3:38])([CH3:37])[CH3:36])[CH:3]=2)[CH:50]=1)[C:43]([N:45]([CH3:47])[CH3:46])=[O:44]. The yield is 0.460. (2) The reactants are [F:1][C:2]1[CH:7]=[CH:6][C:5]([C:8]2[O:9][C:10]3[CH:21]=[CH:20][C:19]([C:22]4[CH:27]=[CH:26][CH:25]=[C:24]([C:28](=[O:39])[NH:29][C:30]([C:33]5[CH:38]=[CH:37][CH:36]=[CH:35][CH:34]=5)([CH3:32])[CH3:31])[CH:23]=4)=[C:18]([N+:40]([O-:42])=[O:41])[C:11]=3[C:12]=2[C:13]([O:15]CC)=O)=[CH:4][CH:3]=1.[OH-].[Na+].C(Cl)CCl.FC1C=CC(C2OC3C=CC(C4C=CC=C([C:74](=O)[NH:75]C(C5C=CC=CC=5)(C)C)C=4)=C([N+]([O-])=O)C=3C=2C(O)=O)=CC=1.CN.ON1C2N=CC=CC=2N=N1.CCN(C(C)C)C(C)C. The catalyst is CCO.CCOC(C)=O.C(Cl)Cl. The product is [F:1][C:2]1[CH:7]=[CH:6][C:5]([C:8]2[O:9][C:10]3[CH:21]=[CH:20][C:19]([C:22]4[CH:27]=[CH:26][CH:25]=[C:24]([C:28](=[O:39])[NH:29][C:30]([C:33]5[CH:34]=[CH:35][CH:36]=[CH:37][CH:38]=5)([CH3:32])[CH3:31])[CH:23]=4)=[C:18]([N+:40]([O-:42])=[O:41])[C:11]=3[C:12]=2[C:13]([NH:75][CH3:74])=[O:15])=[CH:4][CH:3]=1. The yield is 0.950. (3) The catalyst is C1COCC1.O. The reactants are [F:1][C:2]1[CH:3]=[C:4]([NH2:9])[C:5]([NH2:8])=[CH:6][CH:7]=1.[C:10](N1C=CN=C1)(N1C=CN=C1)=[O:11].N. The yield is 0.520. The product is [F:1][C:2]1[CH:7]=[CH:6][C:5]2[NH:8][C:10](=[O:11])[NH:9][C:4]=2[CH:3]=1. (4) The product is [CH2:25]([O:27][CH:28]([O:29][CH2:30][CH3:31])[N:3]1[C:4]2[C:9](=[CH:8][C:7]([C:16]3[CH:17]=[C:18]([CH:21]=[C:22]([F:24])[CH:23]=3)[C:19]#[N:20])=[CH:6][CH:5]=2)[C:10]2([CH2:11][CH2:12][CH2:13][CH2:14][CH2:15]2)[C:2]1=[O:1])[CH3:26]. No catalyst specified. The yield is 0.560. The reactants are [O:1]=[C:2]1[C:10]2([CH2:15][CH2:14][CH2:13][CH2:12][CH2:11]2)[C:9]2[C:4](=[CH:5][CH:6]=[C:7]([C:16]3[CH:17]=[C:18]([CH:21]=[C:22]([F:24])[CH:23]=3)[C:19]#[N:20])[CH:8]=2)[NH:3]1.[CH2:25]([O:27][CH:28](OCC)[O:29][CH2:30][CH3:31])[CH3:26]. (5) The product is [CH:1]1([NH:6][C:7]2[N:12]=[C:11]([C:13]3[C:14]([C:28]4[CH:29]=[CH:30][C:31]([O:34][CH3:35])=[CH:32][CH:33]=4)=[N:15][N:16]4[C:21]([NH:22][CH2:23][CH2:24][CH2:25][CH2:26][NH:27][P:43]([O:48][CH2:49][CH3:50])([O:45][CH2:46][CH3:47])=[O:44])=[CH:20][CH:19]=[CH:18][C:17]=34)[CH:10]=[CH:9][N:8]=2)[CH2:2][CH2:3][CH2:4][CH2:5]1. The yield is 0.810. The reactants are [CH:1]1([NH:6][C:7]2[N:12]=[C:11]([C:13]3[C:14]([C:28]4[CH:33]=[CH:32][C:31]([O:34][CH3:35])=[CH:30][CH:29]=4)=[N:15][N:16]4[C:21]([NH:22][CH2:23][CH2:24][CH2:25][CH2:26][NH2:27])=[CH:20][CH:19]=[CH:18][C:17]=34)[CH:10]=[CH:9][N:8]=2)[CH2:5][CH2:4][CH2:3][CH2:2]1.C(N(CC)CC)C.[P:43](Cl)([O:48][CH2:49][CH3:50])([O:45][CH2:46][CH3:47])=[O:44]. The catalyst is ClCCl.